From a dataset of Full USPTO retrosynthesis dataset with 1.9M reactions from patents (1976-2016). Predict the reactants needed to synthesize the given product. (1) Given the product [Cl:7][C:6]1[S:5][C:4]([S:8]([NH:11][C:12]2[CH:20]=[CH:19][C:15]([C:16]([OH:18])=[O:17])=[C:14]([OH:21])[CH:13]=2)(=[O:10])=[O:9])=[CH:3][C:2]=1[C:22]1[CH:27]=[CH:26][CH:25]=[CH:24][CH:23]=1, predict the reactants needed to synthesize it. The reactants are: Br[C:2]1[CH:3]=[C:4]([S:8]([NH:11][C:12]2[CH:20]=[CH:19][C:15]([C:16]([OH:18])=[O:17])=[C:14]([OH:21])[CH:13]=2)(=[O:10])=[O:9])[S:5][C:6]=1[Cl:7].[C:22]1(B(O)O)[CH:27]=[CH:26][CH:25]=[CH:24][CH:23]=1.C(=O)([O-])[O-].[Na+].[Na+].C(Cl)Cl. (2) The reactants are: [Cl:1]/[C:2](/[C:12]([F:15])([F:14])[F:13])=[CH:3]\[CH:4]1[CH:6]([C:7](Cl)=[O:8])[C:5]1([CH3:11])[CH3:10].[OH:16][CH:17]([C:20]1[CH:25]=[CH:24][CH:23]=[C:22]([O:26][C:27]2[CH:32]=[CH:31][CH:30]=[CH:29][CH:28]=2)[CH:21]=1)[C:18]#[N:19].N1C=CC=CC=1. Given the product [Cl:1]/[C:2](/[C:12]([F:15])([F:14])[F:13])=[CH:3]\[CH:4]1[CH:6]([C:7]([O:16][CH:17]([C:18]#[N:19])[C:20]2[CH:25]=[CH:24][CH:23]=[C:22]([O:26][C:27]3[CH:28]=[CH:29][CH:30]=[CH:31][CH:32]=3)[CH:21]=2)=[O:8])[C:5]1([CH3:11])[CH3:10], predict the reactants needed to synthesize it. (3) Given the product [NH2:24][C:20]1[CH:21]=[CH:22][CH:23]=[C:2]([F:1])[C:3]=1[CH2:4][CH2:5][C@H:6]1[CH2:10][O:9][C:8]([CH3:11])([CH3:12])[N:7]1[C:13]([O:15][C:16]([CH3:19])([CH3:17])[CH3:18])=[O:14], predict the reactants needed to synthesize it. The reactants are: [F:1][C:2]1[CH:23]=[CH:22][CH:21]=[C:20]([N+:24]([O-])=O)[C:3]=1/[CH:4]=[CH:5]\[C@H:6]1[CH2:10][O:9][C:8]([CH3:12])([CH3:11])[N:7]1[C:13]([O:15][C:16]([CH3:19])([CH3:18])[CH3:17])=[O:14]. (4) Given the product [CH2:1]([O:3][C:4]([N:6]1[CH2:11][CH2:10][N:9]([C:12](=[O:42])[C@@H:13]([NH:23][C:24]([C:26]2[CH:30]=[C:29]([O:31][CH2:32][C:33]([N:74]3[CH2:75][CH2:76][CH:72]([C:70]([O:69][CH2:62][C:63]4[CH:64]=[CH:65][CH:66]=[CH:67][CH:68]=4)=[O:71])[CH2:73]3)=[O:34])[N:28]([C:36]3[CH:37]=[CH:38][CH:39]=[CH:40][CH:41]=3)[N:27]=2)=[O:25])[CH2:14][CH2:15][C:16]([O:18][C:19]([CH3:22])([CH3:21])[CH3:20])=[O:17])[CH2:8][CH2:7]1)=[O:5])[CH3:2], predict the reactants needed to synthesize it. The reactants are: [CH2:1]([O:3][C:4]([N:6]1[CH2:11][CH2:10][N:9]([C:12](=[O:42])[C@@H:13]([NH:23][C:24]([C:26]2[CH:30]=[C:29]([O:31][CH2:32][C:33](O)=[O:34])[N:28]([C:36]3[CH:41]=[CH:40][CH:39]=[CH:38][CH:37]=3)[N:27]=2)=[O:25])[CH2:14][CH2:15][C:16]([O:18][C:19]([CH3:22])([CH3:21])[CH3:20])=[O:17])[CH2:8][CH2:7]1)=[O:5])[CH3:2].C1C=CC2N(O)N=NC=2C=1.CCN(C(C)C)C(C)C.[CH2:62]([O:69][C:70]([CH:72]1[CH2:76][CH2:75][NH:74][CH2:73]1)=[O:71])[C:63]1[CH:68]=[CH:67][CH:66]=[CH:65][CH:64]=1. (5) Given the product [CH2:21]([O:20][C:16]1[CH:15]=[C:14]([F:23])[C:13]([CH2:12][N:1]2[C:5]3[CH2:6][CH2:7][CH2:8][C:4]=3[C:3]([C:9]#[N:10])=[N:2]2)=[C:18]([F:19])[CH:17]=1)[CH3:22], predict the reactants needed to synthesize it. The reactants are: [NH:1]1[C:5]2[CH2:6][CH2:7][CH2:8][C:4]=2[C:3]([C:9]#[N:10])=[N:2]1.Br[CH2:12][C:13]1[C:18]([F:19])=[CH:17][C:16]([O:20][CH2:21][CH3:22])=[CH:15][C:14]=1[F:23].C(=O)([O-])[O-].[Cs+].[Cs+].C(Cl)Cl. (6) Given the product [ClH:85].[ClH:85].[CH2:11]([N:4]1[CH2:1][CH2:3][CH:71]([CH2:72][CH2:43][C:40]2[C:39]3[CH:44]=[CH:45][C:36]([O:35][C:57]4[CH:58]=[CH:59][C:60]([C:61]#[N:62])=[CH:65][CH:66]=4)=[C:37]([CH2:46][N:23]([CH3:20])[CH3:24])[C:38]=3[O:42][N:41]=2)[CH2:7][CH2:5]1)[C:10]1[CH:19]=[CH:17][CH:16]=[CH:8][CH:9]=1, predict the reactants needed to synthesize it. The reactants are: [CH:1]([NH:4][CH:5]([CH3:7])C)([CH3:3])C.[CH2:8]([Li])[CH2:9][CH2:10][CH3:11].C(=O)=O.[CH3:16][C:17]([CH3:19])=O.[CH:20]([N-:23][CH:24](C)C)(C)C.[Li+].[Si]([O:35][C:36]1[CH:45]=[CH:44][C:39]2[C:40]([CH3:43])=[N:41][O:42][C:38]=2[C:37]=1/[CH:46]=C/C)(C(C)(C)C)(C)C.[Si](O[C:57]1[CH:66]=[CH:65][C:60]2[C:61](C)=[N:62]O[C:59]=2[C:58]=1/C=C\C)(C(C)(C)C)(C)C.I[CH2:71][CH:72]1CCN(C(OC(C)(C)C)=O)CC1.[Cl-:85].[NH4+]. (7) Given the product [CH2:17]([O:19][C:20](=[O:23])[CH:21]=[N:9][C@@H:7]([C:1]1[CH:6]=[CH:5][CH:4]=[CH:3][CH:2]=1)[CH3:8])[CH3:18], predict the reactants needed to synthesize it. The reactants are: [C:1]1([C@H:7]([NH2:9])[CH3:8])[CH:6]=[CH:5][CH:4]=[CH:3][CH:2]=1.S([O-])([O-])(=O)=O.[Na+].[Na+].[CH2:17]([O:19][C:20](=[O:23])[CH:21]=O)[CH3:18]. (8) Given the product [F:32][C:5]1[C:6]2[C:11](=[CH:10][CH:9]=[C:8]([S:12]([NH:15][C:16]3[S:20][N:19]=[CH:18][N:17]=3)(=[O:13])=[O:14])[CH:7]=2)[C:2]([C:36]2[CH:37]=[CH:38][CH:39]=[CH:40][C:35]=2[O:34][CH3:33])=[N:3][CH:4]=1, predict the reactants needed to synthesize it. The reactants are: Cl[C:2]1[C:11]2[C:6](=[CH:7][C:8]([S:12]([N:15](CC3C=CC(OC)=CC=3OC)[C:16]3[S:20][N:19]=[CH:18][N:17]=3)(=[O:14])=[O:13])=[CH:9][CH:10]=2)[C:5]([F:32])=[CH:4][N:3]=1.[CH3:33][O:34][C:35]1[CH:40]=[CH:39][CH:38]=[CH:37][C:36]=1B(O)O. (9) Given the product [F:5][C:6]1[CH:14]=[C:13]([N+:1]([O-:4])=[O:2])[CH:12]=[C:11]2[C:7]=1[CH2:8][N:9]([CH3:15])[CH2:10]2, predict the reactants needed to synthesize it. The reactants are: [N+:1]([O-:4])(O)=[O:2].[F:5][C:6]1[CH:14]=[CH:13][CH:12]=[C:11]2[C:7]=1[CH2:8][N:9]([CH3:15])[CH2:10]2. (10) Given the product [C@@:24]12([OH:33])[N:31]([CH3:32])[C@@H:28]([CH2:29][CH2:30]1)[CH2:27][CH:26]=[CH:25]2.[CH3:1][C:2]1([C:15]([O-:17])=[O:16])[C:3]2[CH:4]=[CH:5][CH:6]=[CH:7][C:8]=2[C:9]2[C:14]1=[CH:13][CH:12]=[CH:11][CH:10]=2, predict the reactants needed to synthesize it. The reactants are: [CH3:1][C:2]1([C:15]([OH:17])=[O:16])[C:14]2[CH:13]=[CH:12][CH:11]=[CH:10][C:9]=2[C:8]2[C:3]1=[CH:4][CH:5]=[CH:6][CH:7]=2.C(Cl)(=O)C(Cl)=O.[C@@:24]12([OH:33])[N:31]([CH3:32])[C@@H:28]([CH2:29][CH2:30]1)[CH2:27][CH:26]=[CH:25]2.C(N(C(C)C)CC)(C)C.